From a dataset of Peptide-MHC class I binding affinity with 185,985 pairs from IEDB/IMGT. Regression. Given a peptide amino acid sequence and an MHC pseudo amino acid sequence, predict their binding affinity value. This is MHC class I binding data. The peptide sequence is LVISGVFPV. The MHC is HLA-A02:06 with pseudo-sequence HLA-A02:06. The binding affinity (normalized) is 0.954.